Dataset: NCI-60 drug combinations with 297,098 pairs across 59 cell lines. Task: Regression. Given two drug SMILES strings and cell line genomic features, predict the synergy score measuring deviation from expected non-interaction effect. (1) Drug 1: C1CCC(CC1)NC(=O)N(CCCl)N=O. Drug 2: C(=O)(N)NO. Cell line: SK-OV-3. Synergy scores: CSS=8.14, Synergy_ZIP=-1.61, Synergy_Bliss=-1.35, Synergy_Loewe=-8.96, Synergy_HSA=-3.38. (2) Drug 1: CC1CCC2CC(C(=CC=CC=CC(CC(C(=O)C(C(C(=CC(C(=O)CC(OC(=O)C3CCCCN3C(=O)C(=O)C1(O2)O)C(C)CC4CCC(C(C4)OC)O)C)C)O)OC)C)C)C)OC. Drug 2: CCC1(CC2CC(C3=C(CCN(C2)C1)C4=CC=CC=C4N3)(C5=C(C=C6C(=C5)C78CCN9C7C(C=CC9)(C(C(C8N6C)(C(=O)OC)O)OC(=O)C)CC)OC)C(=O)OC)O.OS(=O)(=O)O. Cell line: U251. Synergy scores: CSS=-4.04, Synergy_ZIP=0.651, Synergy_Bliss=-1.41, Synergy_Loewe=-6.44, Synergy_HSA=-5.71.